Dataset: Forward reaction prediction with 1.9M reactions from USPTO patents (1976-2016). Task: Predict the product of the given reaction. (1) The product is: [CH3:24][C:25]1[N:26]([CH2:2][CH2:3][O:4][CH:5]2[CH2:10][CH2:9][CH2:8][CH2:7][O:6]2)[C:27]2[C:32]([C:33]=1[CH3:34])=[CH:31][C:30]([C:35]([OH:37])=[O:36])=[CH:29][CH:28]=2. Given the reactants Br[CH2:2][CH2:3][O:4][CH:5]1[CH2:10][CH2:9][CH2:8][CH2:7][O:6]1.N1C2C=CC=C(C(OC)=O)C=2C=C1.[CH3:24][C:25]1[NH:26][C:27]2[C:32]([C:33]=1[CH3:34])=[CH:31][C:30]([C:35]([O-:37])=[O:36])=[CH:29][CH:28]=2, predict the reaction product. (2) Given the reactants [OH-].[Na+].C[O:4][C:5](=[O:36])[C:6]1[CH:11]=[C:10]([C:12](=[O:28])[C:13]2[CH:18]=[CH:17][C:16]([N:19]([C:21]3[CH:26]=[CH:25][C:24]([Cl:27])=[CH:23][CH:22]=3)[CH3:20])=[CH:15][N:14]=2)[CH:9]=[CH:8][C:7]=1[O:29][C:30]1[CH:35]=[CH:34][CH:33]=[CH:32][CH:31]=1.Cl, predict the reaction product. The product is: [Cl:27][C:24]1[CH:23]=[CH:22][C:21]([N:19]([CH3:20])[C:16]2[CH:17]=[CH:18][C:13]([C:12]([C:10]3[CH:9]=[CH:8][C:7]([O:29][C:30]4[CH:31]=[CH:32][CH:33]=[CH:34][CH:35]=4)=[C:6]([CH:11]=3)[C:5]([OH:36])=[O:4])=[O:28])=[N:14][CH:15]=2)=[CH:26][CH:25]=1. (3) Given the reactants [CH2:1]([O:8][C:9]([NH:11][C@@H:12]1[CH2:17][CH2:16][C@H:15](OS(C)(=O)=O)[C@@H:14]([O:23][CH3:24])[CH2:13]1)=[O:10])[C:2]1[CH:7]=[CH:6][CH:5]=[CH:4][CH:3]=1.[N-:25]=[N+:26]=[N-:27].[Na+], predict the reaction product. The product is: [CH2:1]([O:8][C:9](=[O:10])[NH:11][C@@H:12]1[CH2:17][CH2:16][C@@H:15]([N:25]=[N+:26]=[N-:27])[C@@H:14]([O:23][CH3:24])[CH2:13]1)[C:2]1[CH:7]=[CH:6][CH:5]=[CH:4][CH:3]=1. (4) Given the reactants CO[C:3]([CH:5]1[C:14](=O)[C:13]2[C:8](=[CH:9][CH:10]=[CH:11][CH:12]=2)[S:7][CH2:6]1)=[O:4].[C:16]([C:18]1[CH:23]=[CH:22][C:21]([NH:24][NH2:25])=[CH:20][CH:19]=1)#[N:17].C(O)(=O)C(C)(C)C, predict the reaction product. The product is: [O:4]=[C:3]1[N:24]([C:21]2[CH:22]=[CH:23][C:18]([C:16]#[N:17])=[CH:19][CH:20]=2)[NH:25][C:14]2[C:13]3[CH:12]=[CH:11][CH:10]=[CH:9][C:8]=3[S:7][CH2:6][C:5]1=2. (5) Given the reactants FC(F)(F)C(O)=O.[Cl:8][C:9]1[CH:47]=[C:46]([S:48]([N:51](CC2C=CC(OC)=CC=2OC)[C:52]2[S:53][CH:54]=[N:55][N:56]=2)(=[O:50])=[O:49])[C:45]([F:68])=[CH:44][C:10]=1[O:11][C:12]1[CH:17]=[CH:16][C:15]([C:18]2[CH:23]=[CH:22][C:21]([C:24]([F:27])([F:26])[F:25])=[CH:20][CH:19]=2)=[CH:14][C:13]=1[C:28]1[N:32]([CH:33]2[CH2:36][N:35](C(OC(C)(C)C)=O)[CH2:34]2)[N:31]=[CH:30][CH:29]=1, predict the reaction product. The product is: [NH:35]1[CH2:34][CH:33]([N:32]2[C:28]([C:13]3[CH:14]=[C:15]([C:18]4[CH:19]=[CH:20][C:21]([C:24]([F:26])([F:27])[F:25])=[CH:22][CH:23]=4)[CH:16]=[CH:17][C:12]=3[O:11][C:10]3[C:9]([Cl:8])=[CH:47][C:46]([S:48]([NH:51][C:52]4[S:53][CH:54]=[N:55][N:56]=4)(=[O:50])=[O:49])=[C:45]([F:68])[CH:44]=3)=[CH:29][CH:30]=[N:31]2)[CH2:36]1. (6) Given the reactants [Cl:1][N:2]1[CH:10]=[C:9]2[C:4]([CH:5]=[CH:6][CH:7]=[N:8]2)=[N:3]1.C1C(=O)N([I:18])C(=O)C1, predict the reaction product. The product is: [Cl:1][N:2]1[C:10]([I:18])=[C:9]2[C:4]([CH:5]=[CH:6][CH:7]=[N:8]2)=[N:3]1. (7) Given the reactants Br[C:2]1[C:3]2[O:12][C:11]([CH2:13][N:14]3[CH2:19][CH2:18][N:17]([S:20]([CH3:23])(=[O:22])=[O:21])[CH2:16][CH2:15]3)=[CH:10][C:4]=2[C:5](=[O:9])[N:6]([CH3:8])[CH:7]=1.IC1C(=O)N(C)C=C(I)C=1OC.[C:36]1([CH:42]([O:44][C:45]2[CH:46]=[N:47][CH:48]=[C:49](B3OC(C)(C)C(C)(C)O3)[CH:50]=2)[CH3:43])[CH:41]=[CH:40][CH:39]=[CH:38][CH:37]=1.C(=O)([O-])[O-].[K+].[K+], predict the reaction product. The product is: [CH3:8][N:6]1[CH:7]=[C:2]([C:49]2[CH:48]=[N:47][CH:46]=[C:45]([O:44][CH:42]([C:36]3[CH:41]=[CH:40][CH:39]=[CH:38][CH:37]=3)[CH3:43])[CH:50]=2)[C:3]2[O:12][C:11]([CH2:13][N:14]3[CH2:19][CH2:18][N:17]([S:20]([CH3:23])(=[O:22])=[O:21])[CH2:16][CH2:15]3)=[CH:10][C:4]=2[C:5]1=[O:9]. (8) Given the reactants Br[C:2]1[CH:3]=[C:4]([CH:30]=[CH:31][CH:32]=1)[CH2:5][N:6]1[C:14]2[C:9](=[CH:10][CH:11]=[CH:12][CH:13]=2)[C:8]([C:15]2[CH:20]=[CH:19][C:18]([C:21]([CH3:24])([CH3:23])[CH3:22])=[CH:17][CH:16]=2)=[C:7]1[C:25]([O:27][CH2:28][CH3:29])=[O:26].[NH:33]1[CH2:38][CH2:37][S:36][CH2:35][CH2:34]1.CC([O-])(C)C.[Na+].CC(CN1P2N(CC(C)C)CCN(CCN2CC(C)C)CC1)C, predict the reaction product. The product is: [C:21]([C:18]1[CH:17]=[CH:16][C:15]([C:8]2[C:9]3[C:14](=[CH:13][CH:12]=[CH:11][CH:10]=3)[N:6]([CH2:5][C:4]3[CH:30]=[CH:31][CH:32]=[C:2]([N:33]4[CH2:38][CH2:37][S:36][CH2:35][CH2:34]4)[CH:3]=3)[C:7]=2[C:25]([O:27][CH2:28][CH3:29])=[O:26])=[CH:20][CH:19]=1)([CH3:24])([CH3:22])[CH3:23].